From a dataset of Forward reaction prediction with 1.9M reactions from USPTO patents (1976-2016). Predict the product of the given reaction. (1) Given the reactants [F:1][C:2]([C:5]1[CH:10]=[C:9]([N+:11]([O-])=O)[CH:8]=[CH:7][C:6]=1[F:14])([F:4])[CH3:3], predict the reaction product. The product is: [F:4][C:2]([C:5]1[CH:10]=[C:9]([NH2:11])[CH:8]=[CH:7][C:6]=1[F:14])([F:1])[CH3:3]. (2) Given the reactants [O:1]=[C:2]([O:8][CH2:9][C:10]([Cl:13])([Cl:12])[Cl:11])[CH2:3][CH2:4][C:5](O)=[O:6].O1CCCC1.C(Cl)(=O)C([Cl:22])=O, predict the reaction product. The product is: [O:1]=[C:2]([O:8][CH2:9][C:10]([Cl:13])([Cl:12])[Cl:11])[CH2:3][CH2:4][C:5]([Cl:22])=[O:6]. (3) Given the reactants C([N:3]([CH2:21][CH3:22])[C:4](=[O:20])[C:5]1[CH:10]=[CH:9][CH:8]=[CH:7][C:6]=1[CH2:11][C:12]1[CH:17]=[CH:16][CH:15]=[CH:14][C:13]=1[O:18][CH3:19])C.C(C1[CH2:30][CH2:29][N:28]([CH3:31])[CH2:27][CH2:26]1)#N, predict the reaction product. The product is: [CH3:19][O:18][C:13]1[CH:14]=[CH:15][CH:16]=[CH:17][C:12]=1[C:11]1[C:6]2[C:5](=[CH:10][CH:9]=[CH:8][CH:7]=2)[C:4](=[O:20])[NH:3][C:21]=1[CH:22]1[CH2:30][CH2:29][N:28]([CH3:31])[CH2:27][CH2:26]1. (4) Given the reactants [CH:1]12[CH2:10][CH:5]3[CH2:6][CH:7]([CH2:9][CH:3]([CH2:4]3)[CH:2]1[O:11][C:12]([N:14]1[CH2:19][CH2:18][C:17]3([C:27]4[C:22](=[CH:23][CH:24]=[CH:25][CH:26]=4)[CH:21]([CH2:28][C:29]([O:31]C)=[O:30])[CH2:20]3)[CH2:16][CH2:15]1)=[O:13])[CH2:8]2.O[Li].O, predict the reaction product. The product is: [CH:1]12[CH2:10][CH:5]3[CH2:6][CH:7]([CH2:9][CH:3]([CH2:4]3)[CH:2]1[O:11][C:12]([N:14]1[CH2:15][CH2:16][C:17]3([C:27]4[C:22](=[CH:23][CH:24]=[CH:25][CH:26]=4)[CH:21]([CH2:28][C:29]([OH:31])=[O:30])[CH2:20]3)[CH2:18][CH2:19]1)=[O:13])[CH2:8]2.